Predict the reactants needed to synthesize the given product. From a dataset of Full USPTO retrosynthesis dataset with 1.9M reactions from patents (1976-2016). (1) The reactants are: [CH2:1]([O:3][C:4]([C:6]1[N:7]([C:27]2[CH:32]=[CH:31][C:30]([O:33][CH:34]([CH3:36])[CH3:35])=[CH:29][CH:28]=2)[C:8]2[C:13]([C:14]=1Br)=[CH:12][C:11]([O:16][C:17]1[CH:22]=[CH:21][C:20]([C:23]([F:26])([F:25])[F:24])=[CH:19][CH:18]=1)=[CH:10][CH:9]=2)=[O:5])[CH3:2].[CH3:37][S:38]([NH2:41])(=[O:40])=[O:39].C([O-])([O-])=O.[Cs+].[Cs+].CC1(C)C2C(=C(P(C3C=CC=CC=3)C3C=CC=CC=3)C=CC=2)OC2C(P(C3C=CC=CC=3)C3C=CC=CC=3)=CC=CC1=2. Given the product [CH2:1]([O:3][C:4]([C:6]1[N:7]([C:27]2[CH:32]=[CH:31][C:30]([O:33][CH:34]([CH3:36])[CH3:35])=[CH:29][CH:28]=2)[C:8]2[C:13]([C:14]=1[NH:41][S:38]([CH3:37])(=[O:40])=[O:39])=[CH:12][C:11]([O:16][C:17]1[CH:22]=[CH:21][C:20]([C:23]([F:26])([F:25])[F:24])=[CH:19][CH:18]=1)=[CH:10][CH:9]=2)=[O:5])[CH3:2], predict the reactants needed to synthesize it. (2) Given the product [CH3:1][C:2]1[C:6]([C:7]2[O:8][C:9]3[CH:15]=[CH:14][C:13]([CH2:16][C:17]([NH:26][CH:25]([C:27]4[CH:32]=[CH:31][C:30]([CH3:33])=[CH:29][CH:28]=4)[CH2:24][CH2:23][CH:22]([CH3:34])[CH3:21])=[O:19])=[CH:12][C:10]=3[CH:11]=2)=[C:5]([CH3:20])[O:4][N:3]=1, predict the reactants needed to synthesize it. The reactants are: [CH3:1][C:2]1[C:6]([C:7]2[O:8][C:9]3[CH:15]=[CH:14][C:13]([CH2:16][C:17]([OH:19])=O)=[CH:12][C:10]=3[CH:11]=2)=[C:5]([CH3:20])[O:4][N:3]=1.[CH3:21][CH:22]([CH3:34])[CH2:23][CH2:24][CH:25]([C:27]1[CH:32]=[CH:31][C:30]([CH3:33])=[CH:29][CH:28]=1)[NH2:26].C(OCC#N)(C)C. (3) Given the product [Cl:40][C:41]1[CH:42]=[CH:43][C:44]([CH2:45][N:46]2[C:54]3[C:49](=[CH:50][CH:51]=[CH:52][CH:53]=3)[C:48]([C:16]3[CH:17]=[CH:18][C:19]([O:20][CH3:21])=[C:14]([O:13][CH3:12])[CH:15]=3)([OH:55])[C:47]2=[O:56])=[CH:57][CH:58]=1, predict the reactants needed to synthesize it. The reactants are: C1OC2C(=CC=[C-]C=2)O1.[Mg+2].[Br-].[CH3:12][O:13][C:14]1[CH:15]=[C:16]([Mg]Br)[CH:17]=[CH:18][C:19]=1[O:20][CH3:21].C(N1C2C(=CC=CC=2)C(=O)C1=O)CCCC.[Cl:40][C:41]1[CH:58]=[CH:57][C:44]([CH2:45][N:46]2[C:54]3[C:49](=[CH:50][CH:51]=[CH:52][CH:53]=3)[C:48](=[O:55])[C:47]2=[O:56])=[CH:43][CH:42]=1.